From a dataset of Forward reaction prediction with 1.9M reactions from USPTO patents (1976-2016). Predict the product of the given reaction. Given the reactants CO[C:3]([C:5]1[N:6]=[C:7]([C:23]#[N:24])[C:8]2[C:13]([C:14]=1[OH:15])=[CH:12][CH:11]=[C:10]([O:16][C:17]1[CH:22]=[CH:21][CH:20]=[CH:19][CH:18]=1)[CH:9]=2)=[O:4].[NH2:25][C@H:26]([C:31]1[CH:36]=[CH:35][C:34]([C:37]#[N:38])=[CH:33][CH:32]=1)[CH2:27][C:28]([OH:30])=[O:29].C[O-].[Na+].Cl, predict the reaction product. The product is: [C:23]([C:7]1[C:8]2[C:13](=[CH:12][CH:11]=[C:10]([O:16][C:17]3[CH:22]=[CH:21][CH:20]=[CH:19][CH:18]=3)[CH:9]=2)[C:14]([OH:15])=[C:5]([C:3]([NH:25][C@H:26]([C:31]2[CH:32]=[CH:33][C:34]([C:37]#[N:38])=[CH:35][CH:36]=2)[CH2:27][C:28]([OH:30])=[O:29])=[O:4])[N:6]=1)#[N:24].